Dataset: NCI-60 drug combinations with 297,098 pairs across 59 cell lines. Task: Regression. Given two drug SMILES strings and cell line genomic features, predict the synergy score measuring deviation from expected non-interaction effect. (1) Drug 1: CCC1(CC2CC(C3=C(CCN(C2)C1)C4=CC=CC=C4N3)(C5=C(C=C6C(=C5)C78CCN9C7C(C=CC9)(C(C(C8N6C)(C(=O)OC)O)OC(=O)C)CC)OC)C(=O)OC)O.OS(=O)(=O)O. Drug 2: CCCCC(=O)OCC(=O)C1(CC(C2=C(C1)C(=C3C(=C2O)C(=O)C4=C(C3=O)C=CC=C4OC)O)OC5CC(C(C(O5)C)O)NC(=O)C(F)(F)F)O. Cell line: SR. Synergy scores: CSS=70.2, Synergy_ZIP=3.95, Synergy_Bliss=4.78, Synergy_Loewe=5.68, Synergy_HSA=5.89. (2) Drug 2: C1=CC=C(C(=C1)C(C2=CC=C(C=C2)Cl)C(Cl)Cl)Cl. Synergy scores: CSS=34.3, Synergy_ZIP=-9.06, Synergy_Bliss=-4.55, Synergy_Loewe=-8.80, Synergy_HSA=-4.51. Cell line: HOP-62. Drug 1: C1=C(C(=O)NC(=O)N1)F. (3) Drug 1: CC1=C2C(C(=O)C3(C(CC4C(C3C(C(C2(C)C)(CC1OC(=O)C(C(C5=CC=CC=C5)NC(=O)OC(C)(C)C)O)O)OC(=O)C6=CC=CC=C6)(CO4)OC(=O)C)OC)C)OC. Drug 2: C1C(C(OC1N2C=NC3=C2NC=NCC3O)CO)O. Cell line: SK-MEL-2. Synergy scores: CSS=44.0, Synergy_ZIP=0.0184, Synergy_Bliss=-1.55, Synergy_Loewe=-35.6, Synergy_HSA=-1.04. (4) Drug 1: CC1C(C(=O)NC(C(=O)N2CCCC2C(=O)N(CC(=O)N(C(C(=O)O1)C(C)C)C)C)C(C)C)NC(=O)C3=C4C(=C(C=C3)C)OC5=C(C(=O)C(=C(C5=N4)C(=O)NC6C(OC(=O)C(N(C(=O)CN(C(=O)C7CCCN7C(=O)C(NC6=O)C(C)C)C)C)C(C)C)C)N)C. Drug 2: COCCOC1=C(C=C2C(=C1)C(=NC=N2)NC3=CC=CC(=C3)C#C)OCCOC.Cl. Cell line: COLO 205. Synergy scores: CSS=5.77, Synergy_ZIP=-0.438, Synergy_Bliss=2.75, Synergy_Loewe=-15.5, Synergy_HSA=-0.190. (5) Drug 1: CC12CCC3C(C1CCC2O)C(CC4=C3C=CC(=C4)O)CCCCCCCCCS(=O)CCCC(C(F)(F)F)(F)F. Synergy scores: CSS=7.95, Synergy_ZIP=-3.59, Synergy_Bliss=-1.25, Synergy_Loewe=0.654, Synergy_HSA=0.139. Cell line: MALME-3M. Drug 2: C(CC(=O)O)C(=O)CN.Cl. (6) Drug 1: C1=CN(C=N1)CC(O)(P(=O)(O)O)P(=O)(O)O. Drug 2: COC1=C2C(=CC3=C1OC=C3)C=CC(=O)O2. Cell line: MOLT-4. Synergy scores: CSS=-10.6, Synergy_ZIP=5.39, Synergy_Bliss=1.48, Synergy_Loewe=-6.86, Synergy_HSA=-7.99.